Dataset: NCI-60 drug combinations with 297,098 pairs across 59 cell lines. Task: Regression. Given two drug SMILES strings and cell line genomic features, predict the synergy score measuring deviation from expected non-interaction effect. (1) Drug 1: C1C(C(OC1N2C=C(C(=O)NC2=O)F)CO)O. Drug 2: CN1C2=C(C=C(C=C2)N(CCCl)CCCl)N=C1CCCC(=O)O.Cl. Cell line: ACHN. Synergy scores: CSS=5.16, Synergy_ZIP=-1.33, Synergy_Bliss=2.43, Synergy_Loewe=-11.8, Synergy_HSA=-2.12. (2) Drug 1: CC1=CC2C(CCC3(C2CCC3(C(=O)C)OC(=O)C)C)C4(C1=CC(=O)CC4)C. Drug 2: C1=NNC2=C1C(=O)NC=N2. Cell line: HS 578T. Synergy scores: CSS=-12.3, Synergy_ZIP=3.63, Synergy_Bliss=-0.361, Synergy_Loewe=-7.10, Synergy_HSA=-6.39. (3) Drug 1: CC1=CC=C(C=C1)C2=CC(=NN2C3=CC=C(C=C3)S(=O)(=O)N)C(F)(F)F. Drug 2: C1=CC=C(C(=C1)C(C2=CC=C(C=C2)Cl)C(Cl)Cl)Cl. Cell line: SF-268. Synergy scores: CSS=1.08, Synergy_ZIP=0.957, Synergy_Bliss=0.964, Synergy_Loewe=-0.203, Synergy_HSA=-0.467. (4) Drug 1: C1CCN(CC1)CCOC2=CC=C(C=C2)C(=O)C3=C(SC4=C3C=CC(=C4)O)C5=CC=C(C=C5)O. Drug 2: COCCOC1=C(C=C2C(=C1)C(=NC=N2)NC3=CC=CC(=C3)C#C)OCCOC.Cl. Cell line: UACC62. Synergy scores: CSS=6.02, Synergy_ZIP=0.198, Synergy_Bliss=3.82, Synergy_Loewe=1.07, Synergy_HSA=2.06. (5) Drug 1: C1=NC2=C(N1)C(=S)N=CN2. Drug 2: C1CCC(C(C1)N)N.C(=O)(C(=O)[O-])[O-].[Pt+4]. Cell line: NCI-H226. Synergy scores: CSS=21.4, Synergy_ZIP=-7.49, Synergy_Bliss=-5.38, Synergy_Loewe=-2.52, Synergy_HSA=-1.09.